This data is from NCI-60 drug combinations with 297,098 pairs across 59 cell lines. The task is: Regression. Given two drug SMILES strings and cell line genomic features, predict the synergy score measuring deviation from expected non-interaction effect. (1) Drug 1: C1=CC(=CC=C1CCC2=CNC3=C2C(=O)NC(=N3)N)C(=O)NC(CCC(=O)O)C(=O)O. Drug 2: C1=CC(=CC=C1CC(C(=O)O)N)N(CCCl)CCCl.Cl. Cell line: OVCAR-8. Synergy scores: CSS=32.2, Synergy_ZIP=-5.75, Synergy_Bliss=-5.88, Synergy_Loewe=-7.58, Synergy_HSA=-3.44. (2) Drug 1: CC1=CC2C(CCC3(C2CCC3(C(=O)C)OC(=O)C)C)C4(C1=CC(=O)CC4)C. Drug 2: CC1=C(C=C(C=C1)NC(=O)C2=CC=C(C=C2)CN3CCN(CC3)C)NC4=NC=CC(=N4)C5=CN=CC=C5. Cell line: ACHN. Synergy scores: CSS=-4.50, Synergy_ZIP=1.31, Synergy_Bliss=-5.76, Synergy_Loewe=-8.86, Synergy_HSA=-9.09. (3) Drug 1: C1CCN(CC1)CCOC2=CC=C(C=C2)C(=O)C3=C(SC4=C3C=CC(=C4)O)C5=CC=C(C=C5)O. Drug 2: CN(CC1=CN=C2C(=N1)C(=NC(=N2)N)N)C3=CC=C(C=C3)C(=O)NC(CCC(=O)O)C(=O)O. Synergy scores: CSS=54.8, Synergy_ZIP=0.985, Synergy_Bliss=-0.570, Synergy_Loewe=-18.4, Synergy_HSA=-1.05. Cell line: PC-3. (4) Synergy scores: CSS=31.1, Synergy_ZIP=-10.8, Synergy_Bliss=-3.60, Synergy_Loewe=-1.41, Synergy_HSA=0.240. Drug 1: CC1C(C(CC(O1)OC2CC(CC3=C2C(=C4C(=C3O)C(=O)C5=C(C4=O)C(=CC=C5)OC)O)(C(=O)C)O)N)O.Cl. Cell line: RXF 393. Drug 2: C1=NC2=C(N1)C(=S)N=C(N2)N. (5) Drug 1: CC1OCC2C(O1)C(C(C(O2)OC3C4COC(=O)C4C(C5=CC6=C(C=C35)OCO6)C7=CC(=C(C(=C7)OC)O)OC)O)O. Drug 2: C(CN)CNCCSP(=O)(O)O. Cell line: OVCAR-4. Synergy scores: CSS=5.46, Synergy_ZIP=-2.54, Synergy_Bliss=1.82, Synergy_Loewe=0.895, Synergy_HSA=1.74. (6) Drug 1: CC1C(C(CC(O1)OC2CC(CC3=C2C(=C4C(=C3O)C(=O)C5=C(C4=O)C(=CC=C5)OC)O)(C(=O)CO)O)N)O.Cl. Drug 2: CC12CCC3C(C1CCC2O)C(CC4=C3C=CC(=C4)O)CCCCCCCCCS(=O)CCCC(C(F)(F)F)(F)F. Cell line: SF-268. Synergy scores: CSS=22.5, Synergy_ZIP=0.513, Synergy_Bliss=1.18, Synergy_Loewe=-9.52, Synergy_HSA=-0.436. (7) Drug 1: C1CN1P(=S)(N2CC2)N3CC3. Drug 2: CC12CCC3C(C1CCC2OP(=O)(O)O)CCC4=C3C=CC(=C4)OC(=O)N(CCCl)CCCl.[Na+]. Cell line: NCI-H460. Synergy scores: CSS=52.1, Synergy_ZIP=4.98, Synergy_Bliss=0.891, Synergy_Loewe=-20.0, Synergy_HSA=0.972. (8) Drug 1: CCC1=CC2CC(C3=C(CN(C2)C1)C4=CC=CC=C4N3)(C5=C(C=C6C(=C5)C78CCN9C7C(C=CC9)(C(C(C8N6C)(C(=O)OC)O)OC(=O)C)CC)OC)C(=O)OC.C(C(C(=O)O)O)(C(=O)O)O. Drug 2: C(CCl)NC(=O)N(CCCl)N=O. Cell line: SF-539. Synergy scores: CSS=37.7, Synergy_ZIP=-1.17, Synergy_Bliss=0.762, Synergy_Loewe=-17.0, Synergy_HSA=1.15. (9) Drug 1: C1=CC=C(C=C1)NC(=O)CCCCCCC(=O)NO. Drug 2: C1CC(=O)NC(=O)C1N2C(=O)C3=CC=CC=C3C2=O. Cell line: SF-539. Synergy scores: CSS=15.4, Synergy_ZIP=-6.68, Synergy_Bliss=-6.16, Synergy_Loewe=-46.9, Synergy_HSA=-4.67.